The task is: Regression. Given a peptide amino acid sequence and an MHC pseudo amino acid sequence, predict their binding affinity value. This is MHC class I binding data.. This data is from Peptide-MHC class I binding affinity with 185,985 pairs from IEDB/IMGT. (1) The peptide sequence is GIALAVPCV. The MHC is HLA-B27:03 with pseudo-sequence HLA-B27:03. The binding affinity (normalized) is 0.0847. (2) The peptide sequence is KAGQYVTIW. The MHC is HLA-B54:01 with pseudo-sequence HLA-B54:01. The binding affinity (normalized) is 0. (3) The peptide sequence is MSHLKVALY. The MHC is HLA-A03:01 with pseudo-sequence HLA-A03:01. The binding affinity (normalized) is 0.467. (4) The peptide sequence is EEIDWIKTD. The MHC is HLA-B07:02 with pseudo-sequence HLA-B07:02. The binding affinity (normalized) is 0.0847.